This data is from Reaction yield outcomes from USPTO patents with 853,638 reactions. The task is: Predict the reaction yield, written as a fraction of the theoretical maximum amount of product (1.0 means a 100% yield; for example, 0.34 means a 34% yield). (1) The reactants are [F:1][C:2]1[CH:3]=[C:4]([C:8]2[CH:9]=[C:10]([CH2:15][NH:16][C:17]3[C:18]([CH3:25])=[C:19]([OH:24])[CH:20]=[CH:21][C:22]=3[CH3:23])[CH:11]=[C:12]([CH3:14])[CH:13]=2)[CH:5]=[CH:6][CH:7]=1.C([O-])([O-])=O.[Cs+].[Cs+].Br[CH2:33][C:34]([O:36][CH:37]([CH3:39])[CH3:38])=[O:35].O. The catalyst is CN(C=O)C. The product is [F:1][C:2]1[CH:3]=[C:4]([C:8]2[CH:9]=[C:10]([CH2:15][NH:16][C:17]3[C:18]([CH3:25])=[C:19]([CH:20]=[CH:21][C:22]=3[CH3:23])[O:24][CH2:33][C:34]([O:36][CH:37]([CH3:39])[CH3:38])=[O:35])[CH:11]=[C:12]([CH3:14])[CH:13]=2)[CH:5]=[CH:6][CH:7]=1. The yield is 0.690. (2) The reactants are [C:1]([C:3]1[CH:4]=[C:5]([NH:9][C:10](=[O:12])[CH3:11])[CH:6]=[CH:7][CH:8]=1)#[CH:2].Br[C:14]1[CH:15]=[N:16][CH:17]=[C:18]([CH:31]=1)[C:19]([N:21]=[S@@:22]([CH3:30])(=[O:29])[C:23]1[CH:28]=[CH:27][CH:26]=[CH:25][CH:24]=1)=[O:20]. No catalyst specified. The product is [C:10]([NH:9][C:5]1[CH:4]=[C:3]([C:1]#[C:2][C:14]2[CH:15]=[N:16][CH:17]=[C:18]([CH:31]=2)[C:19]([N:21]=[S@@:22]([CH3:30])(=[O:29])[C:23]2[CH:28]=[CH:27][CH:26]=[CH:25][CH:24]=2)=[O:20])[CH:8]=[CH:7][CH:6]=1)(=[O:12])[CH3:11]. The yield is 0.670. (3) The reactants are [CH2:1]([O:8][C:9]1[CH:34]=[CH:33][C:12]([C:13]([NH:15][C:16]2[CH:17]=[C:18]([CH:23]=[CH:24][C:25]=2[NH:26][CH:27]2[CH2:32][CH2:31][CH2:30][CH2:29][CH2:28]2)[C:19]([O:21][CH3:22])=[O:20])=O)=[CH:11][CH:10]=1)[C:2]1[CH:7]=[CH:6][CH:5]=[CH:4][CH:3]=1. The catalyst is C(O)(=O)C. The product is [CH2:1]([O:8][C:9]1[CH:34]=[CH:33][C:12]([C:13]2[N:26]([CH:27]3[CH2:32][CH2:31][CH2:30][CH2:29][CH2:28]3)[C:25]3[CH:24]=[CH:23][C:18]([C:19]([O:21][CH3:22])=[O:20])=[CH:17][C:16]=3[N:15]=2)=[CH:11][CH:10]=1)[C:2]1[CH:7]=[CH:6][CH:5]=[CH:4][CH:3]=1. The yield is 0.530. (4) The product is [Cl:23][C:24]1[C:25]([F:33])=[C:26]([CH:30]=[CH:31][CH:32]=1)[C:27]([N:8]1[CH2:7][CH2:6][N:5]([C:9]([O:11][C:12]([CH3:15])([CH3:14])[CH3:13])=[O:10])[CH2:4][CH:3]1[CH2:2][OH:1])=[O:28]. The yield is 0.639. The catalyst is O1CCCC1. The reactants are [OH:1][CH2:2][CH:3]1[NH:8][CH2:7][CH2:6][N:5]([C:9]([O:11][C:12]([CH3:15])([CH3:14])[CH3:13])=[O:10])[CH2:4]1.C(N(CC)CC)C.[Cl:23][C:24]1[C:25]([F:33])=[C:26]([CH:30]=[CH:31][CH:32]=1)[C:27](Cl)=[O:28].O. (5) The reactants are [CH3:1][CH:2]([CH3:32])[CH2:3][N:4]([CH2:15][C:16]1[N:20]([CH2:21][C@H:22]2[CH2:27][CH2:26][CH2:25][NH:24][CH2:23]2)[C:19]2[CH:28]=[CH:29][CH:30]=[CH:31][C:18]=2[N:17]=1)[C@@H:5]1[C:14]2[N:13]=[CH:12][CH:11]=[CH:10][C:9]=2[CH2:8][CH2:7][CH2:6]1.[CH3:33][CH:34](N1CCC[C@H](CN2C3C=CC=CC=3N=C2CN(CCC)[C@@H]2C3N=CC=CC=3CCC2)C1)[CH3:35]. The yield is 0.860. The product is [CH3:33][CH:34]([N:24]1[CH2:25][CH2:26][CH2:27][C@H:22]([CH2:21][N:20]2[C:19]3[CH:28]=[CH:29][CH:30]=[CH:31][C:18]=3[N:17]=[C:16]2[CH2:15][N:4]([CH2:3][CH:2]([CH3:32])[CH3:1])[C@@H:5]2[C:14]3[N:13]=[CH:12][CH:11]=[CH:10][C:9]=3[CH2:8][CH2:7][CH2:6]2)[CH2:23]1)[CH3:35]. No catalyst specified.